From a dataset of Kir2.1 potassium channel HTS with 301,493 compounds. Binary Classification. Given a drug SMILES string, predict its activity (active/inactive) in a high-throughput screening assay against a specified biological target. (1) The molecule is O1CCN(CP(O)(=O)CCc2ncccc2)CC1. The result is 0 (inactive). (2) The drug is O=C(Nc1c(OC)cc(OC)cc1)C1(CCCC1)c1ccc(OC)cc1. The result is 0 (inactive). (3) The molecule is S(CC(=O)N1CCc2c1cccc2)c1n(c(nn1)CC)CC. The result is 0 (inactive). (4) The molecule is Clc1c(N2CCOCC2)cnn(c1=O)C\C(=N\O)C. The result is 0 (inactive). (5) The molecule is S(=O)(=O)(N1CCC(N2CCCCC2)CC1)c1ccc(OC)cc1. The result is 0 (inactive). (6) The molecule is O1Cc2c(n(nc2)CC(=O)Nc2c(N3CCN(CC3)C)cccc2)c2c1ccc(c2)C. The result is 0 (inactive). (7) The drug is O=C(NCCCOCC)C1CCN(CC1)C(=O)N(C)C. The result is 0 (inactive). (8) The drug is O(CC(=O)N1c2c(NC(=O)C1)cccc2)C(=O)c1c(O)cccc1. The result is 0 (inactive).